Dataset: Catalyst prediction with 721,799 reactions and 888 catalyst types from USPTO. Task: Predict which catalyst facilitates the given reaction. Reactant: [C:1]([NH:6][C@H:7]([C:10]([O:12][CH2:13][CH3:14])=[O:11])[C:8]#[N:9])(=O)[CH:2]([CH3:4])[CH3:3].COC1C=CC(P2(SP(C3C=CC(OC)=CC=3)(=S)S2)=[S:24])=CC=1. Product: [NH2:9][C:8]1[S:24][C:1]([CH:2]([CH3:4])[CH3:3])=[N:6][C:7]=1[C:10]([O:12][CH2:13][CH3:14])=[O:11]. The catalyst class is: 11.